This data is from Catalyst prediction with 721,799 reactions and 888 catalyst types from USPTO. The task is: Predict which catalyst facilitates the given reaction. (1) Reactant: [F:1][C:2]([F:21])([F:20])[C:3]1[CH:4]=[CH:5][C:6]([N:9]2[CH2:19][CH2:18][CH2:17][C:11]3([C:15](=[O:16])[NH:14][CH2:13][CH2:12]3)[CH2:10]2)=[N:7][CH:8]=1.O1CCOCC1.CN[C@H]1[CH2:35][CH2:34][CH2:33][CH2:32][C@@H:31]1[NH:36][CH3:37].BrC1C=CN=CC=1C.C(=O)([O-])[O-].[K+].[K+]. Product: [CH3:35][C:34]1[CH:37]=[N:36][CH:31]=[CH:32][C:33]=1[N:14]1[CH2:13][CH2:12][C:11]2([CH2:17][CH2:18][CH2:19][N:9]([C:6]3[CH:5]=[CH:4][C:3]([C:2]([F:1])([F:20])[F:21])=[CH:8][N:7]=3)[CH2:10]2)[C:15]1=[O:16]. The catalyst class is: 205. (2) Reactant: [Br:1][C:2]1[CH:3]=[CH:4][C:5]2[O:10][CH2:9][C:8](=[O:11])[NH:7][C:6]=2[CH:12]=1.Cl[CH2:14][CH2:15][CH2:16][O:17][CH3:18].[F-].[K+].[I-].[K+]. Product: [Br:1][C:2]1[CH:3]=[CH:4][C:5]2[O:10][CH2:9][C:8](=[O:11])[N:7]([CH2:14][CH2:15][CH2:16][O:17][CH3:18])[C:6]=2[CH:12]=1. The catalyst class is: 10. (3) Reactant: [Cl:1][C:2]1[N:7]=[C:6]2[O:8][C:9]([C:15]3[CH:20]=[CH:19][C:18]([F:21])=[CH:17][CH:16]=3)=[C:10]([C:11](=[O:14])[NH:12][CH3:13])[C:5]2=[CH:4][C:3]=1[C:22]1[CH:23]=[C:24]([C:27](O)=[O:28])[S:25][CH:26]=1.C(N(C(C)C)C(C)C)C.Cl.[C:40]12([NH2:45])[CH2:44][CH:42]([CH2:43]1)[CH2:41]2.CN(C(ON1N=NC2C=CC=NC1=2)=[N+](C)C)C.F[P-](F)(F)(F)(F)F. Product: [C:40]12([NH:45][C:27]([C:24]3[S:25][CH:26]=[C:22]([C:3]4[CH:4]=[C:5]5[C:10]([C:11]([NH:12][CH3:13])=[O:14])=[C:9]([C:15]6[CH:16]=[CH:17][C:18]([F:21])=[CH:19][CH:20]=6)[O:8][C:6]5=[N:7][C:2]=4[Cl:1])[CH:23]=3)=[O:28])[CH2:44][CH:42]([CH2:43]1)[CH2:41]2. The catalyst class is: 3. (4) Reactant: [CH2:1]([O:3][C:4]([C:6]1[C:7](Br)=[C:8]2[N:13]([CH:14]=1)[CH:12]=[C:11]([CH2:15][OH:16])[CH:10]=[CH:9]2)=[O:5])[CH3:2].[C:18](B1OC(C)(C)C(C)(C)O1)([CH3:20])=[CH2:19].C(=O)(O)[O-].[Na+]. Product: [CH2:1]([O:3][C:4]([C:6]1[C:7]([C:18]([CH3:20])=[CH2:19])=[C:8]2[N:13]([CH:14]=1)[CH:12]=[C:11]([CH2:15][OH:16])[CH:10]=[CH:9]2)=[O:5])[CH3:2]. The catalyst class is: 600. (5) Product: [F:31][C:28]1[CH:27]=[CH:26][C:25]([CH:23]([OH:24])[CH2:22][CH2:21][CH:11]2[C:10](=[O:32])[N:9]([C:6]3[CH:7]=[CH:8][C:3]([CH2:2][NH:1][C:33]([CH2:34][CH2:35][CH2:36][CH2:37][CH2:38][CH2:39][CH2:40][CH2:41][CH2:42][CH2:43][C:44]([OH:46])=[O:45])=[O:47])=[CH:4][CH:5]=3)[CH:12]2[C:13]2[CH:18]=[CH:17][C:16]([O:19][CH3:20])=[CH:15][CH:14]=2)=[CH:30][CH:29]=1. Reactant: [NH2:1][CH2:2][C:3]1[CH:8]=[CH:7][C:6]([N:9]2[CH:12]([C:13]3[CH:18]=[CH:17][C:16]([O:19][CH3:20])=[CH:15][CH:14]=3)[CH:11]([CH2:21][CH2:22][CH:23]([C:25]3[CH:30]=[CH:29][C:28]([F:31])=[CH:27][CH:26]=3)[OH:24])[C:10]2=[O:32])=[CH:5][CH:4]=1.[C:33](O)(=[O:47])[CH2:34][CH2:35][CH2:36][CH2:37][CH2:38][CH2:39][CH2:40][CH2:41][CH2:42][CH2:43][C:44]([OH:46])=[O:45].C(N=C=NC(C)C)(C)C.OC1C2N=NNC=2C=CC=1. The catalyst class is: 289. (6) Reactant: [Br-].[CH2:2]([N+:4]([CH2:10][CH3:11])([CH2:8][CH3:9])[CH2:5][CH2:6][OH:7])[CH3:3].[Li+].[C:13]([S:17]([N-:20][S:21]([C:24]([F:27])([F:26])[F:25])(=[O:23])=[O:22])(=[O:19])=[O:18])([F:16])([F:15])[F:14]. Product: [F:27][C:24]([F:25])([F:26])[S:21]([N-:20][S:17]([C:13]([F:14])([F:15])[F:16])(=[O:18])=[O:19])(=[O:22])=[O:23].[CH2:2]([N+:4]([CH2:10][CH3:11])([CH2:8][CH3:9])[CH2:5][CH2:6][OH:7])[CH3:3]. The catalyst class is: 6. (7) Reactant: [CH:1]1([CH2:4][C:5]([OH:7])=O)[CH2:3][CH2:2]1.CN(C(ON1N=NC2C=CC=NC1=2)=[N+](C)C)C.F[P-](F)(F)(F)(F)F.[CH:32]1([NH:35][C:36]([C:38]2[CH:43]=[CH:42][C:41]([C:44]3[N:45]=[C:46]([NH:49][C:50]([CH:52]4[CH2:56][S:55][C@H:54]([CH:57]5[CH2:62][CH2:61][O:60][CH2:59][CH2:58]5)[NH:53]4)=[O:51])[S:47][CH:48]=3)=[CH:40][CH:39]=2)=[O:37])[CH2:34][CH2:33]1. Product: [CH:32]1([NH:35][C:36]([C:38]2[CH:39]=[CH:40][C:41]([C:44]3[N:45]=[C:46]([NH:49][C:50]([CH:52]4[CH2:56][S:55][CH:54]([CH:57]5[CH2:62][CH2:61][O:60][CH2:59][CH2:58]5)[N:53]4[C:5](=[O:7])[CH2:4][CH:1]4[CH2:2][CH2:3]4)=[O:51])[S:47][CH:48]=3)=[CH:42][CH:43]=2)=[O:37])[CH2:34][CH2:33]1. The catalyst class is: 3.